This data is from Full USPTO retrosynthesis dataset with 1.9M reactions from patents (1976-2016). The task is: Predict the reactants needed to synthesize the given product. (1) Given the product [F:1][C:2]1[CH:3]=[C:4]([CH:27]=[C:28]([N:30]2[CH2:35][CH2:34][O:33][CH2:32][CH2:31]2)[CH:29]=1)[C:5]([NH:7][C:8]1[C:17]2[C:12](=[CH:13][CH:14]=[CH:15][CH:16]=2)[C:11]([CH2:18][CH2:19][CH2:20][N:21]2[CH2:22][CH2:23][O:24][CH2:25][CH2:26]2)=[CH:10][CH:9]=1)=[O:6], predict the reactants needed to synthesize it. The reactants are: [F:1][C:2]1[CH:3]=[C:4]([CH:27]=[C:28]([N:30]2[CH2:35][CH2:34][O:33][CH2:32][CH2:31]2)[CH:29]=1)[C:5]([NH:7][C:8]1[C:17]2[C:12](=[CH:13][CH:14]=[CH:15][CH:16]=2)[C:11]([CH:18]=[CH:19][CH2:20][N:21]2[CH2:26][CH2:25][O:24][CH2:23][CH2:22]2)=[CH:10][CH:9]=1)=[O:6].[H][H]. (2) Given the product [C:20]1([N:26]2[C:30]3([CH2:31][CH2:32][N:33]([CH2:16][C:15]4[CH:18]=[CH:19][C:12]([O:11][CH:1]5[C:10]6[C:5](=[CH:6][CH:7]=[CH:8][CH:9]=6)[CH2:4][CH2:3][CH2:2]5)=[CH:13][CH:14]=4)[CH2:34][CH2:35]3)[C:29](=[O:36])[NH:28][CH2:27]2)[CH:21]=[CH:22][CH:23]=[CH:24][CH:25]=1, predict the reactants needed to synthesize it. The reactants are: [CH:1]1([O:11][C:12]2[CH:19]=[CH:18][C:15]([CH:16]=O)=[CH:14][CH:13]=2)[C:10]2[C:5](=[CH:6][CH:7]=[CH:8][CH:9]=2)[CH2:4][CH2:3][CH2:2]1.[C:20]1([N:26]2[C:30]3([CH2:35][CH2:34][NH:33][CH2:32][CH2:31]3)[C:29](=[O:36])[NH:28][CH2:27]2)[CH:25]=[CH:24][CH:23]=[CH:22][CH:21]=1.C(O[BH-](OC(=O)C)OC(=O)C)(=O)C.[Na+]. (3) Given the product [C:22]1([NH:28][C:29]2[N:34]=[C:33]([NH2:35])[N:32]=[C:31]([C:36]3[N:37]=[C:7]([C:2]4[CH:3]=[CH:4][CH:5]=[CH:6][N:1]=4)[O:9][N:40]=3)[N:30]=2)[CH:23]=[CH:24][CH:25]=[CH:26][CH:27]=1, predict the reactants needed to synthesize it. The reactants are: [N:1]1[CH:6]=[CH:5][CH:4]=[CH:3][C:2]=1[C:7]([OH:9])=O.C(C1NC=CN=1)(C1NC=CN=1)=O.[C:22]1([NH:28][C:29]2[N:34]=[C:33]([NH2:35])[N:32]=[C:31]([C:36]3[N:40]=C(C4SC=CN=4)O[N:37]=3)[N:30]=2)[CH:27]=[CH:26][CH:25]=[CH:24][CH:23]=1. (4) Given the product [CH3:38][S:39]([NH:1][C:2]1[CH:31]=[CH:30][C:5]2[N:6]3[CH2:12][C@H:11]([NH:13][C:14](=[O:20])[O:15][C:16]([CH3:19])([CH3:18])[CH3:17])[C@@H:10]([C:21]4[CH:26]=[C:25]([F:27])[C:24]([F:28])=[CH:23][C:22]=4[F:29])[CH2:9][C:7]3=[N:8][C:4]=2[CH:3]=1)(=[O:41])=[O:40], predict the reactants needed to synthesize it. The reactants are: [NH2:1][C:2]1[CH:31]=[CH:30][C:5]2[N:6]3[CH2:12][C@H:11]([NH:13][C:14](=[O:20])[O:15][C:16]([CH3:19])([CH3:18])[CH3:17])[C@@H:10]([C:21]4[CH:26]=[C:25]([F:27])[C:24]([F:28])=[CH:23][C:22]=4[F:29])[CH2:9][C:7]3=[N:8][C:4]=2[CH:3]=1.N1C=CC=CC=1.[CH3:38][S:39](Cl)(=[O:41])=[O:40]. (5) Given the product [C:1]([O:5][C:6]([N:8]1[CH2:16][C:15]2[C:10](=[CH:11][CH:12]=[CH:13][C:14]=2[NH:17][CH2:28][C:29]([O:31][CH2:32][CH3:33])=[O:30])[CH2:9]1)=[O:7])([CH3:4])([CH3:2])[CH3:3], predict the reactants needed to synthesize it. The reactants are: [C:1]([O:5][C:6]([N:8]1[CH2:16][C:15]2[C:10](=[CH:11][CH:12]=[CH:13][C:14]=2[NH2:17])[CH2:9]1)=[O:7])([CH3:4])([CH3:3])[CH3:2].CCN(C(C)C)C(C)C.Br[CH2:28][C:29]([O:31][CH2:32][CH3:33])=[O:30].